Dataset: Catalyst prediction with 721,799 reactions and 888 catalyst types from USPTO. Task: Predict which catalyst facilitates the given reaction. Reactant: [S:1]1[CH:5]=[CH:4][N:3]=[C:2]1[NH2:6].[CH3:7][Si:8]([CH2:11][CH2:12][O:13][CH2:14]Cl)([CH3:10])[CH3:9].[Cl:16][C:17]1[C:26]2[C:21](=[CH:22][C:23]([S:27](OC3C(F)=C(F)C(F)=C(F)C=3F)(=[O:29])=[O:28])=[CH:24][CH:25]=2)[CH:20]=[CH:19][N:18]=1.CC(C)([O-])C.[Li+]. Product: [Cl:16][C:17]1[C:26]2[C:21](=[CH:22][C:23]([S:27]([N:6]([C:2]3[S:1][CH:5]=[CH:4][N:3]=3)[CH2:14][O:13][CH2:12][CH2:11][Si:8]([CH3:7])([CH3:9])[CH3:10])(=[O:29])=[O:28])=[CH:24][CH:25]=2)[CH:20]=[CH:19][N:18]=1. The catalyst class is: 144.